Predict the product of the given reaction. From a dataset of Forward reaction prediction with 1.9M reactions from USPTO patents (1976-2016). (1) Given the reactants [Cl:1][C:2]1[CH:3]=[CH:4][C:5]2[N:11](Cl)[C:10]3[CH:13]=[CH:14][CH:15]=[CH:16][C:9]=3[CH:8]=[N:7][C:6]=2[CH:17]=1.B(Br)(Br)Br.CC[N:24]([CH2:27][CH3:28])[CH2:25][CH3:26].O.[CH2:30]1COCC1, predict the reaction product. The product is: [Cl:1][C:2]1[CH:3]=[CH:4][C:5]2[NH:11][C:10]3[CH:13]=[CH:14][CH:15]=[CH:16][C:9]=3[C:8]([CH:30]3[CH2:26][CH2:25][NH:24][CH2:27][CH2:28]3)=[N:7][C:6]=2[CH:17]=1. (2) Given the reactants CO[C:3]1[C:8]2[CH2:9][CH2:10][CH:11]([NH:14][CH2:15][C:16]([F:19])([F:18])[F:17])[CH2:12][CH2:13][C:7]=2[CH:6]=[CH:5][C:4]=1[NH2:20].Cl[C:22]1[N:27]=[C:26]([NH:28][C@@H:29]2[CH2:34][CH2:33][CH2:32][CH2:31][C@H:30]2[NH:35][S:36]([CH3:39])(=[O:38])=[O:37])[C:25]([Cl:40])=[CH:24][N:23]=1, predict the reaction product. The product is: [Cl:40][C:25]1[C:26]([NH:28][C@@H:29]2[CH2:34][CH2:33][CH2:32][CH2:31][C@H:30]2[NH:35][S:36]([CH3:39])(=[O:38])=[O:37])=[N:27][C:22]([NH:20][C:4]2[CH:5]=[CH:6][C:7]3[CH2:13][CH2:12][CH:11]([NH:14][CH2:15][C:16]([F:19])([F:18])[F:17])[CH2:10][CH2:9][C:8]=3[CH:3]=2)=[N:23][CH:24]=1. (3) Given the reactants C[O:2][C:3]1[CH:13]=[CH:12][CH:11]=[C:10]([O:14]C)[C:4]=1[C:5]([N:7]([CH3:9])[CH3:8])=[O:6].B(Br)(Br)Br.O, predict the reaction product. The product is: [OH:2][C:3]1[CH:13]=[CH:12][CH:11]=[C:10]([OH:14])[C:4]=1[C:5]([N:7]([CH3:9])[CH3:8])=[O:6]. (4) Given the reactants Br[C:2]1[N:6]([C:7]([CH3:10])([CH3:9])[CH3:8])[N:5]=[CH:4][C:3]=1[C:11]1[S:12][CH:13]=[C:14]([CH2:16][C:17]([NH:19][CH2:20][CH:21]2[CH2:26][CH2:25][O:24][CH2:23][CH2:22]2)=[O:18])[N:15]=1.[CH:27]1(B(O)O)[CH2:29][CH2:28]1, predict the reaction product. The product is: [C:7]([N:6]1[C:2]([CH:27]2[CH2:29][CH2:28]2)=[C:3]([C:11]2[S:12][CH:13]=[C:14]([CH2:16][C:17]([NH:19][CH2:20][CH:21]3[CH2:26][CH2:25][O:24][CH2:23][CH2:22]3)=[O:18])[N:15]=2)[CH:4]=[N:5]1)([CH3:10])([CH3:9])[CH3:8].